Dataset: Full USPTO retrosynthesis dataset with 1.9M reactions from patents (1976-2016). Task: Predict the reactants needed to synthesize the given product. (1) Given the product [CH3:21][N:18]1[C:19]([CH3:20])=[C:15]([S:12]([N:9]2[CH2:10][CH2:11][CH:6]([O:5][C:4]3[CH:23]=[CH:24][C:25]([C:27]#[N:28])=[CH:2][CH:3]=3)[CH2:7][CH2:8]2)(=[O:14])=[O:13])[C:16]([CH3:22])=[N:17]1, predict the reactants needed to synthesize it. The reactants are: Cl[C:2]1[CH:3]=[C:4]([CH:23]=[CH:24][C:25]=1Cl)[O:5][CH:6]1[CH2:11][CH2:10][N:9]([S:12]([C:15]2[C:16]([CH3:22])=[N:17][N:18]([CH3:21])[C:19]=2[CH3:20])(=[O:14])=[O:13])[CH2:8][CH2:7]1.[CH3:27][N:28]1C(C)=C(S(Cl)(=O)=O)C(C)=N1.Cl.N1CCC(OC2C=CC(C#N)=CC=2)CC1. (2) Given the product [CH2:1]([O:3][CH:4]([O:7][CH2:8][CH3:9])[CH2:5][NH:6][CH2:11][CH2:12][O:13][CH:14]1[CH2:19][CH2:18][CH2:17][CH2:16][O:15]1)[CH3:2], predict the reactants needed to synthesize it. The reactants are: [CH2:1]([O:3][CH:4]([O:7][CH2:8][CH3:9])[CH2:5][NH2:6])[CH3:2].Br[CH2:11][CH2:12][O:13][CH:14]1[CH2:19][CH2:18][CH2:17][CH2:16][O:15]1. (3) Given the product [NH2:24][C:10]1[CH:11]=[C:12]([O:15][C:16](=[O:23])[C:17]2[CH:18]=[CH:19][CH:20]=[CH:21][CH:22]=2)[CH:13]=[CH:14][C:9]=1[O:8][CH2:1][C:2]1[CH:7]=[CH:6][CH:5]=[CH:4][CH:3]=1, predict the reactants needed to synthesize it. The reactants are: [CH2:1]([O:8][C:9]1[CH:14]=[CH:13][C:12]([O:15][C:16](=[O:23])[C:17]2[CH:22]=[CH:21][CH:20]=[CH:19][CH:18]=2)=[CH:11][C:10]=1[N+:24]([O-])=O)[C:2]1[CH:7]=[CH:6][CH:5]=[CH:4][CH:3]=1.[H][H]. (4) Given the product [O:23]=[C:21]1[NH:1][C:2]2[C:3]3[C:4](=[CH:5][N:6]([CH2:11][C:12]([OH:14])=[O:13])[C:7]=3[CH:8]=[CH:9][CH:10]=2)[CH2:19][CH2:20]1, predict the reactants needed to synthesize it. The reactants are: [NH2:1][C:2]1[CH:10]=[CH:9][CH:8]=[C:7]2[C:3]=1[C:4]([CH2:19][CH2:20][C:21]([O:23]CC)=O)=[CH:5][N:6]2[CH2:11][C:12]([O:14]C(C)(C)C)=[O:13].O.C1(C)C=CC(S(O)(=O)=O)=CC=1. (5) Given the product [Br:14][C:15]1[CH:16]=[CH:17][CH:18]=[C:19]2[C:24]=1[N:23]([CH3:25])[N:22]([C:11]([C:9]1[CH:10]=[C:5]3[N:4]=[CH:3][C:2]([Br:1])=[CH:7][N:6]3[N:8]=1)=[O:13])[CH2:21][CH2:20]2, predict the reactants needed to synthesize it. The reactants are: [Br:1][C:2]1[CH:3]=[N:4][C:5]2[N:6]([N:8]=[C:9]([C:11]([OH:13])=O)[CH:10]=2)[CH:7]=1.[Br:14][C:15]1[CH:16]=[CH:17][CH:18]=[C:19]2[C:24]=1[N:23]([CH3:25])[NH:22][CH2:21][CH2:20]2. (6) Given the product [CH3:45][O:46][C:47]1[CH:52]=[CH:51][C:50]([C:2]2[C:11]([O:12][CH3:13])=[CH:10][CH:9]=[C:8]3[C:3]=2[CH:4]=[CH:5][N:6]=[C:7]3[O:14][CH:15]2[CH2:32][CH:31]3[N:17]([C:18](=[O:44])[N:19]([CH3:43])[CH2:20][CH2:21][CH2:22][CH2:23][CH:24]=[CH:25][CH:26]4[C:28]([C:34]([NH:36][S:37]([CH:40]5[CH2:42][CH2:41]5)(=[O:38])=[O:39])=[O:35])([NH:29][C:30]3=[O:33])[CH2:27]4)[CH2:16]2)=[CH:49][CH:48]=1, predict the reactants needed to synthesize it. The reactants are: Br[C:2]1[C:11]([O:12][CH3:13])=[CH:10][CH:9]=[C:8]2[C:3]=1[CH:4]=[CH:5][N:6]=[C:7]2[O:14][CH:15]1[CH2:32][CH:31]2[N:17]([C:18](=[O:44])[N:19]([CH3:43])[CH2:20][CH2:21][CH2:22][CH2:23][CH:24]=[CH:25][CH:26]3[C:28]([C:34]([NH:36][S:37]([CH:40]4[CH2:42][CH2:41]4)(=[O:39])=[O:38])=[O:35])([NH:29][C:30]2=[O:33])[CH2:27]3)[CH2:16]1.[CH3:45][O:46][C:47]1[CH:52]=[CH:51][C:50](B(O)O)=[CH:49][CH:48]=1.CC1C=CN=CC=1C1C(OC)=CC=C2C=1C=CN=C2OC1CC2N(C(=O)N(C)CCCCC=CC3C(C(NS(C4CC4)(=O)=O)=O)(NC2=O)C3)C1. (7) Given the product [C:27]([C@@:15]1([OH:25])[C@@:14]([C:27](=[O:34])[C:28]2[CH:33]=[CH:32][CH:31]=[CH:30][CH:29]=2)([OH:26])[C@H:13]([O:12][C@@H:1]2[O:9][C@H:8]([CH2:10][O:11][C:27](=[O:34])[C:28]3[CH:33]=[CH:32][CH:31]=[CH:30][CH:29]=3)[C@@H:6]([O:7][C:27](=[O:34])[C:28]3[CH:33]=[CH:32][CH:31]=[CH:30][CH:29]=3)[C@H:4]([O:5][C:27](=[O:34])[C:28]3[CH:33]=[CH:32][CH:31]=[CH:30][CH:29]=3)[C@H:2]2[O:3][C:27](=[O:34])[C:28]2[CH:33]=[CH:32][CH:31]=[CH:30][CH:29]=2)[C@@H:22]([CH2:23][O:24][C:27](=[O:34])[C:28]2[CH:33]=[CH:32][CH:31]=[CH:30][CH:29]=2)[O:21][CH:16]1[O:17][CH2:18][CH:19]=[CH2:20])(=[O:34])[C:28]1[CH:33]=[CH:32][CH:31]=[CH:30][CH:29]=1, predict the reactants needed to synthesize it. The reactants are: [C@@H:1]1([O:12][C@@H:13]2[C@@H:22]([CH2:23][OH:24])[O:21][CH:16]([O:17][CH2:18][CH:19]=[CH2:20])[C@H:15]([OH:25])[C@H:14]2[OH:26])[O:9][C@H:8]([CH2:10][OH:11])[C@@H:6]([OH:7])[C@H:4]([OH:5])[C@H:2]1[OH:3].[C:27](Cl)(=[O:34])[C:28]1[CH:33]=[CH:32][CH:31]=[CH:30][CH:29]=1.Cl.CCl.